Dataset: hERG Central: cardiac toxicity at 1µM, 10µM, and general inhibition. Task: Predict hERG channel inhibition at various concentrations. (1) The drug is CCc1ccc2[nH]c(=O)c(CN(CCN(CC)CC)C(=O)Nc3ccccc3OC)cc2c1. Results: hERG_inhib (hERG inhibition (general)): blocker. (2) The drug is Cc1cccn2c(=O)c3cc(C(=O)NCc4ccc5c(c4)OCO5)c(=N)n(CC4CCCO4)c3nc12. Results: hERG_inhib (hERG inhibition (general)): blocker. (3) Results: hERG_inhib (hERG inhibition (general)): blocker. The compound is CCc1nn2c(=O)cc(COC(=O)c3cc(Cl)c(OC)c(OC)c3)nc2s1. (4) The compound is CC1CCCN(CCOc2cccc(Oc3ccccc3)c2)C1.O=C(O)C(=O)O. Results: hERG_inhib (hERG inhibition (general)): blocker. (5) The molecule is OCC1(CCOc2ccccc2)CCN(Cc2ccc3c(c2)CCO3)CC1. Results: hERG_inhib (hERG inhibition (general)): blocker. (6) The molecule is NC(=O)c1ccccc1NC(=O)CN1CCN(Cc2ccccc2)CC1. Results: hERG_inhib (hERG inhibition (general)): blocker. (7) The drug is CCn1cc(C(=O)N2CCN(c3ccc(F)cc3)CC2)c2cc(OC)c(OC)cc2c1=O. Results: hERG_inhib (hERG inhibition (general)): blocker.